This data is from Reaction yield outcomes from USPTO patents with 853,638 reactions. The task is: Predict the reaction yield, written as a fraction of the theoretical maximum amount of product (1.0 means a 100% yield; for example, 0.34 means a 34% yield). (1) The reactants are [C:1]([O:5][C:6]([N:8]1[C:16]2[C:11](=[CH:12][C:13]([O:17][CH2:18][CH2:19][CH2:20][CH2:21]Br)=[CH:14][CH:15]=2)[CH:10]=[CH:9]1)=[O:7])([CH3:4])([CH3:3])[CH3:2].[CH2:23]([NH:25][CH2:26][CH3:27])[CH3:24]. The catalyst is CN(C=O)C. The product is [C:1]([O:5][C:6]([N:8]1[C:16]2[C:11](=[CH:12][C:13]([O:17][CH2:18][CH2:19][CH2:20][CH2:21][N:25]([CH2:26][CH3:27])[CH2:23][CH3:24])=[CH:14][CH:15]=2)[CH:10]=[CH:9]1)=[O:7])([CH3:4])([CH3:3])[CH3:2]. The yield is 0.850. (2) The reactants are [CH2:1]([OH:4])[CH:2]=[CH2:3].[CH3:5][C:6]1([CH:9]=[CH2:10])[CH2:8][O:7]1. The catalyst is C1C=CC(/C=C/C(/C=C/C2C=CC=CC=2)=O)=CC=1.C1C=CC(/C=C/C(/C=C/C2C=CC=CC=2)=O)=CC=1.C1C=CC(/C=C/C(/C=C/C2C=CC=CC=2)=O)=CC=1.C(Cl)(Cl)Cl.[Pd].[Pd].[C@@H]1(NC(=O)C2C=CC=CC=2P(C2C=CC=CC=2)C2C=CC=CC=2)CCCC[C@@H]1NC(=O)C1C=CC=CC=1P(C1C=CC=CC=1)C1C=CC=CC=1.C(B(CC)CC)C.CCCCCC. The product is [CH2:1]([O:4][C@@:6]([CH3:5])([CH:9]=[CH2:10])[CH2:8][OH:7])[CH:2]=[CH2:3]. The yield is 0.900.